Task: Predict the reactants needed to synthesize the given product.. Dataset: Retrosynthesis with 50K atom-mapped reactions and 10 reaction types from USPTO (1) Given the product CCc1cc2c(s1)N(C(=O)NCCCN(C)C)CCN=C2c1ccccc1Cl, predict the reactants needed to synthesize it. The reactants are: CCc1cc2c(s1)N(C(=O)Cl)CCN=C2c1ccccc1Cl.CN(C)CCCN. (2) Given the product N#CC(C#N)=C(O)c1cnn(Cc2ccccc2)c1, predict the reactants needed to synthesize it. The reactants are: N#CCC#N.O=C(O)c1cnn(Cc2ccccc2)c1. (3) Given the product CC(C)(C)OC(=O)N(CC(=O)OCc1ccccc1)Cc1ccc(Br)cc1, predict the reactants needed to synthesize it. The reactants are: CC(C)(C)OC(=O)OC(=O)OC(C)(C)C.O=C(CNCc1ccc(Br)cc1)OCc1ccccc1. (4) Given the product COC(=O)c1cc(NC(=O)CBr)cc(-n2cccc2)c1, predict the reactants needed to synthesize it. The reactants are: COC(=O)c1cc(N)cc(-n2cccc2)c1.O=C(Br)CBr. (5) Given the product Cc1cc(C)c(COc2cccnc2NC(=S)Nc2ccc(Cl)cc2)c(C)c1, predict the reactants needed to synthesize it. The reactants are: Cc1cc(C)c(COc2cccnc2N)c(C)c1.S=C=Nc1ccc(Cl)cc1. (6) Given the product CON(C)C(=O)Cc1ccc(Br)cc1, predict the reactants needed to synthesize it. The reactants are: CCOC(=O)Cc1ccc(Br)cc1.CNOC. (7) The reactants are: CC(C)n1cc(C(=O)c2cncc(N)c2)c2cncnc21.O=C(O)C(OC1CCCCO1)c1ccccc1. Given the product CC(C)n1cc(C(=O)c2cncc(NC(=O)C(OC3CCCCO3)c3ccccc3)c2)c2cncnc21, predict the reactants needed to synthesize it. (8) Given the product O=C(Cc1ccc(Cl)cc1)Nn1nc(-c2ccc(Cl)cc2)c2ccccc2c1=O, predict the reactants needed to synthesize it. The reactants are: Nn1nc(-c2ccc(Cl)cc2)c2ccccc2c1=O.O=C(O)Cc1ccc(Cl)cc1. (9) Given the product COc1ccc(Oc2cccc(CNC(=O)c3ccc(C)nc3N)c2)cc1, predict the reactants needed to synthesize it. The reactants are: COc1ccc(Oc2cccc(CN)c2)cc1.Cc1ccc(C(=O)O)c(N)n1.